From a dataset of Blood-brain barrier permeability regression values from the B3DB database. Regression/Classification. Given a drug SMILES string, predict its absorption, distribution, metabolism, or excretion properties. Task type varies by dataset: regression for continuous measurements (e.g., permeability, clearance, half-life) or binary classification for categorical outcomes (e.g., BBB penetration, CYP inhibition). For this dataset (b3db_regression), we predict Y. (1) The compound is C[C@@H]1CN(C[C@@H](N1)C)C2=C(C(=C3C(=C2F)N(C=C(C3=O)C(=O)O)C4CC4)N)F. The Y is 0.410 log(BB ratio). (2) The compound is C1=CC(=C(C=C1C2=[O+]C3=CC(=CC(=C3C=C2O[C@H]4[C@@H]([C@H]([C@@H]([C@H](O4)CO)O)O)O)O)O)O)O. The Y is 0.150 log(BB ratio). (3) The compound is CC1=CC=CC=C1N=C2N(CCN2C)C. The Y is -1.39 log(BB ratio). (4) The Y is -0.270 log(BB ratio). The drug is CN(C)CC1=CC=C(O1)C2=CC(=CC=C2)NC3=C(C=CN3)[N+](=O)[O-]. (5) The drug is CNCCCN1C2=CC=CC=C2SC3=C1C=C(C=C3)Cl. The Y is 1.40 log(BB ratio). (6) The compound is C1CN(CCN1CC2=C3C=CC=CN3N=C2)C4=CC=C(C=C4)Cl. The Y is 0.640 log(BB ratio). (7) The molecule is CC(=O)NC1=NN=C(S1)S(=O)(=O)N. The Y is -0.520 log(BB ratio).